This data is from CYP2D6 inhibition data for predicting drug metabolism from PubChem BioAssay. The task is: Regression/Classification. Given a drug SMILES string, predict its absorption, distribution, metabolism, or excretion properties. Task type varies by dataset: regression for continuous measurements (e.g., permeability, clearance, half-life) or binary classification for categorical outcomes (e.g., BBB penetration, CYP inhibition). Dataset: cyp2d6_veith. (1) The molecule is O=C(Cc1ccccc1)N[C@@H](Cc1ccccc1)c1nc2ccccc2[nH]1. The result is 1 (inhibitor). (2) The drug is CCC(CC)C(=O)c1c[nH]c(C(=O)NCCc2ccccn2)c1. The result is 0 (non-inhibitor). (3) The compound is Cc1ccc(CNC(=O)[C@H](C)[C@@H]2C[C@@]2(C)[C@@H](NC(=O)OCc2ccccc2)c2ccccc2)c(F)c1F. The result is 1 (inhibitor). (4) The compound is N[C@@H](Cc1cccnn1)C(=O)O. The result is 0 (non-inhibitor). (5) The drug is N#C/C(=C\c1cc(Cl)cc(Cl)c1O)C(=O)NC1CCCCC1. The result is 0 (non-inhibitor). (6) The molecule is Cc1ccc(Sc2ncccc2COC(=O)Nc2ccccc2C)cc1. The result is 0 (non-inhibitor). (7) The compound is CC(C)c1ccc(Cn2ccc3c4c(N)nc(NC5CC5)nc4ccc32)cc1. The result is 1 (inhibitor). (8) The molecule is CCc1nc(SCC(=O)c2ccc(Cl)s2)c2oc3ccccc3c2n1. The result is 0 (non-inhibitor). (9) The molecule is Cc1cc2ccccn2c1C(=O)c1nc(N2CCOCC2)ncc1Cl. The result is 0 (non-inhibitor). (10) The drug is CNc1ccnc(-c2ccccc2OC)n1. The result is 1 (inhibitor).